Dataset: Full USPTO retrosynthesis dataset with 1.9M reactions from patents (1976-2016). Task: Predict the reactants needed to synthesize the given product. (1) Given the product [ClH:23].[NH2:7][C@@H:6]([CH2:5][C:4]1[CH:19]=[C:20]([F:22])[CH:21]=[C:2]([Br:1])[CH:3]=1)[C:11]([O:12][CH3:13])=[O:24], predict the reactants needed to synthesize it. The reactants are: [Br:1][C:2]1[CH:3]=[C:4]([CH:19]=[C:20]([F:22])[CH:21]=1)[CH2:5][C@H:6]1[C:11]([O:12][CH3:13])=N[C@H](C(C)C)C(OC)=[N:7]1.[ClH:23].[OH-:24].[Na+]. (2) Given the product [CH3:20][N:18]1[CH:19]=[C:15]([C:9]2[CH:10]=[N:11][C:12]3[C:7]([CH:8]=2)=[CH:6][C:5]([CH2:4][C:3]([NH:22][NH2:23])=[O:2])=[CH:14][CH:13]=3)[CH:16]=[N:17]1, predict the reactants needed to synthesize it. The reactants are: C[O:2][C:3](=O)[CH2:4][C:5]1[CH:6]=[C:7]2[C:12](=[CH:13][CH:14]=1)[N:11]=[CH:10][C:9]([C:15]1[CH:16]=[N:17][N:18]([CH3:20])[CH:19]=1)=[CH:8]2.[NH2:22][NH2:23]. (3) Given the product [CH2:8]([N:12]([C:13]1[N:6]2[C:2]([S:3][C:4]([CH3:7])=[CH:5]2)=[N:1][C:22]=1[C:21]1[CH:24]=[CH:25][C:18]([C:14]([CH3:17])([CH3:16])[CH3:15])=[CH:19][CH:20]=1)[C:26](=[O:28])[CH3:27])[CH2:9][CH2:10][CH3:11], predict the reactants needed to synthesize it. The reactants are: [NH2:1][C:2]1[S:3][C:4]([CH3:7])=[CH:5][N:6]=1.[CH2:8]([N+:12]#[C-:13])[CH2:9][CH2:10][CH3:11].[C:14]([C:18]1[CH:25]=[CH:24][C:21]([CH:22]=O)=[CH:20][CH:19]=1)([CH3:17])([CH3:16])[CH3:15].[C:26](Cl)(=[O:28])[CH3:27]. (4) Given the product [Cl:1][C:2]1[CH:3]=[CH:4][C:5]2[N:6]([CH:8]=[C:9]([CH2:11][C:12]([OH:14])=[O:13])[N:10]=2)[CH:7]=1, predict the reactants needed to synthesize it. The reactants are: [Cl:1][C:2]1[CH:3]=[CH:4][C:5]2[N:6]([CH:8]=[C:9]([CH2:11][C:12]([O:14]CC)=[O:13])[N:10]=2)[CH:7]=1.[OH-].[Na+]. (5) Given the product [Br:12][CH2:13][CH2:14][C:15]([C:9]1[CH:10]=[CH:11][C:6]([Br:5])=[CH:7][CH:8]=1)=[O:16], predict the reactants needed to synthesize it. The reactants are: [Al+3].[Cl-].[Cl-].[Cl-].[Br:5][C:6]1[CH:11]=[CH:10][CH:9]=[CH:8][CH:7]=1.[Br:12][CH2:13][CH2:14][C:15](Cl)=[O:16]. (6) Given the product [OH:8][C:9]1[CH:14]=[CH:13][C:12]([N+:15]([O-:17])=[O:16])=[CH:11][C:10]=1[C:18]1[CH:23]=[CH:22][CH:21]=[CH:20][CH:19]=1, predict the reactants needed to synthesize it. The reactants are: C([O:8][C:9]1[CH:14]=[CH:13][C:12]([N+:15]([O-:17])=[O:16])=[CH:11][C:10]=1[C:18]1[CH:23]=[CH:22][CH:21]=[CH:20][CH:19]=1)C1C=CC=CC=1. (7) Given the product [CH:14]1([CH2:13][O:11][C:3]2[CH:4]=[CH:5][C:6]([N+:8]([O-:10])=[O:9])=[CH:7][C:2]=2[CH3:1])[CH2:16][CH2:15]1, predict the reactants needed to synthesize it. The reactants are: [CH3:1][C:2]1[CH:7]=[C:6]([N+:8]([O-:10])=[O:9])[CH:5]=[CH:4][C:3]=1[OH:11].Br[CH2:13][CH:14]1[CH2:16][CH2:15]1.C(=O)([O-])[O-].[K+].[K+]. (8) The reactants are: C([O:8][C:9]([C@@H:11]1[CH2:15][C@@H:14]([OH:16])[CH2:13][N:12]1[C:17](=[O:24])[C@@H:18]([NH:20][C:21](=[O:23])[CH3:22])[CH3:19])=[O:10])C1C=CC=CC=1.[H][H]. Given the product [C:21]([NH:20][C@@H:18]([CH3:19])[C:17]([N:12]1[CH2:13][C@H:14]([OH:16])[CH2:15][C@H:11]1[C:9]([OH:10])=[O:8])=[O:24])(=[O:23])[CH3:22], predict the reactants needed to synthesize it.